Task: Predict the reactants needed to synthesize the given product.. Dataset: Full USPTO retrosynthesis dataset with 1.9M reactions from patents (1976-2016) (1) Given the product [C:1]([NH:4][C@H:5]([CH2:10][C:11]1[CH:16]=[C:15]([CH3:17])[C:14]([OH:18])=[C:13]([Cl:19])[CH:12]=1)[C:6]([O:8][CH3:9])=[O:7])(=[O:3])[CH3:2], predict the reactants needed to synthesize it. The reactants are: [C:1]([NH:4][CH:5]([CH2:10][C:11]1[CH:16]=[C:15]([CH3:17])[C:14]([OH:18])=[C:13]([Cl:19])[CH:12]=1)[C:6]([O:8][CH3:9])=[O:7])(=[O:3])[CH3:2].[OH-].[Na+]. (2) Given the product [Cl:2][C:3]1[CH:4]=[C:5]2[C:9](=[CH:10][CH:11]=1)[NH:8][CH:7]=[C:6]2[CH2:12][CH2:13][NH:14][C:28]([CH:25]1[CH2:26][CH2:27][N:23]([C:19]2[CH:20]=[CH:21][CH:22]=[C:17]([O:16][CH3:15])[CH:18]=2)[C:24]1=[O:31])=[O:29], predict the reactants needed to synthesize it. The reactants are: Cl.[Cl:2][C:3]1[CH:4]=[C:5]2[C:9](=[CH:10][CH:11]=1)[NH:8][CH:7]=[C:6]2[CH2:12][CH2:13][NH2:14].[CH3:15][O:16][C:17]1[CH:18]=[C:19]([N:23]2[CH2:27][CH2:26][CH:25]([C:28](O)=[O:29])[C:24]2=[O:31])[CH:20]=[CH:21][CH:22]=1.[CH3:15][O:16][C:17]1[CH:18]=[C:19]([N:23]2[CH2:27][CH2:26][CH:25]([C:28](O)=[O:29])[C:24]2=[O:31])[CH:20]=[CH:21][CH:22]=1.C1CN([P+](ON2N=NC3C=CC=CC2=3)(N2CCCC2)N2CCCC2)CC1.F[P-](F)(F)(F)(F)F.C(N(CC)C(C)C)(C)C.